Dataset: Reaction yield outcomes from USPTO patents with 853,638 reactions. Task: Predict the reaction yield, written as a fraction of the theoretical maximum amount of product (1.0 means a 100% yield; for example, 0.34 means a 34% yield). The reactants are Cl[CH2:2][C:3]1[N:12]([C:13]2[CH:18]=[CH:17][CH:16]=[CH:15][C:14]=2[Cl:19])[C:11](=[O:20])[C:10]2[C:5](=[CH:6][C:7]([F:21])=[CH:8][CH:9]=2)[N:4]=1.O.[SH:23][C:24]1[N:32]=[CH:31][N:30]=[C:29]2[C:25]=1[NH:26][CH:27]=[N:28]2.C([O-])([O-])=O.[K+].[K+]. The catalyst is CN(C=O)C. The product is [Cl:19][C:14]1[CH:15]=[CH:16][CH:17]=[CH:18][C:13]=1[N:12]1[C:11](=[O:20])[C:10]2[C:5](=[CH:6][C:7]([F:21])=[CH:8][CH:9]=2)[N:4]=[C:3]1[CH2:2][S:23][C:24]1[N:32]=[CH:31][N:30]=[C:29]2[C:25]=1[N:26]=[CH:27][NH:28]2. The yield is 0.530.